This data is from Forward reaction prediction with 1.9M reactions from USPTO patents (1976-2016). The task is: Predict the product of the given reaction. (1) Given the reactants [CH2:1]([N:8]1[CH2:12][CH:11]([CH3:13])[CH:10]([C:14]([O:16]C)=[O:15])[CH2:9]1)[C:2]1[CH:7]=[CH:6][CH:5]=[CH:4][CH:3]=1, predict the reaction product. The product is: [CH2:1]([N:8]1[CH2:12][CH:11]([CH3:13])[CH:10]([C:14]([OH:16])=[O:15])[CH2:9]1)[C:2]1[CH:3]=[CH:4][CH:5]=[CH:6][CH:7]=1. (2) Given the reactants CCN(CCN[C:9]([C:11]1[C:12]([CH3:29])=[C:13](/[CH:17]=[C:18]2/[C:19]3[CH:20]=[C:21]([F:28])[CH:22]=[CH:23][C:24]=3[NH:25][C:26]/2=[O:27])[NH:14][C:15]=1[CH3:16])=[O:10])CC.CCN(C(C)C)C(C)C.CN(C([O:46][N:47]1[N:55]=[N:54][C:49]2[CH:50]=[CH:51][CH:52]=[N:53][C:48]1=2)=[N+](C)C)C.F[P-](F)(F)(F)(F)F, predict the reaction product. The product is: [F:28][C:21]1[CH:20]=[C:19]2[C:24](=[CH:23][CH:22]=1)[NH:25][C:26](=[O:27])/[C:18]/2=[CH:17]\[C:13]1[NH:14][C:15]([CH3:16])=[C:11]([C:9]([O:46][N:47]2[C:48]3=[N:53][CH:52]=[CH:51][CH:50]=[C:49]3[N:54]=[N:55]2)=[O:10])[C:12]=1[CH3:29]. (3) Given the reactants [F:1][C:2]1[CH:3]=[C:4]([C:9]2[CH:14]=[CH:13][C:12]([S:15]([CH3:18])(=[O:17])=[O:16])=[CH:11][CH:10]=2)[CH:5]=[CH:6][C:7]=1[OH:8].[C:19]([N:26]1[CH2:31][CH2:30][CH:29]([CH2:32]O)[CH2:28][CH2:27]1)([O:21][C:22]([CH3:25])([CH3:24])[CH3:23])=[O:20].C1C=CC(P(C2C=CC=CC=2)C2C=CC=CC=2)=CC=1.N(C(OC(C)C)=O)=NC(OC(C)C)=O, predict the reaction product. The product is: [F:1][C:2]1[CH:3]=[C:4]([C:9]2[CH:10]=[CH:11][C:12]([S:15]([CH3:18])(=[O:17])=[O:16])=[CH:13][CH:14]=2)[CH:5]=[CH:6][C:7]=1[O:8][CH2:32][CH:29]1[CH2:30][CH2:31][N:26]([C:19]([O:21][C:22]([CH3:23])([CH3:25])[CH3:24])=[O:20])[CH2:27][CH2:28]1. (4) Given the reactants [Br:1][C:2]1[C:7]([O:8][CH2:9][CH3:10])=[C:6]([F:11])[CH:5]=[C:4]([Cl:12])[C:3]=1[NH2:13].[C:14](OC(=O)C)(=[O:16])[CH3:15], predict the reaction product. The product is: [Br:1][C:2]1[C:7]([O:8][CH2:9][CH3:10])=[C:6]([F:11])[CH:5]=[C:4]([Cl:12])[C:3]=1[NH:13][C:14](=[O:16])[CH3:15]. (5) The product is: [C:1]([O:5][C:6]([N:8]1[C@@H:12]([C:13]2[CH:18]=[CH:17][CH:16]=[CH:15][CH:14]=2)[C@@H:11]([CH2:19][C:20]([OH:25])=[O:23])[O:10][C:9]1([CH3:22])[CH3:21])=[O:7])([CH3:4])([CH3:3])[CH3:2]. Given the reactants [C:1]([O:5][C:6]([N:8]1[C@@H:12]([C:13]2[CH:18]=[CH:17][CH:16]=[CH:15][CH:14]=2)[C@@H:11]([CH:19]=[CH2:20])[O:10][C:9]1([CH3:22])[CH3:21])=[O:7])([CH3:4])([CH3:3])[CH3:2].[OH-:23].[Na+].[OH-:25].[K+].C(=O)([O-])[O-].[Na+].[Na+].C(=O)(O)[O-].[Na+].I([O-])(=O)(=O)=O.[Na+], predict the reaction product. (6) Given the reactants [NH2:1][C@@H:2]([C@@H:38]([C:42]1[CH:47]=[CH:46][C:45]([Cl:48])=[CH:44][CH:43]=1)[CH:39]([CH3:41])[CH3:40])[C:3]([NH:5][C:6]1[CH:7]=[N:8][CH:9]=[C:10]([F:37])[C:11]=1[CH2:12][CH2:13][C@@H:14]1[N:19]([S:20]([C:23]2[CH:28]=[CH:27][CH:26]=[CH:25][CH:24]=2)(=[O:22])=[O:21])[C@@H:18]([CH3:29])[CH2:17][N:16]([C:30]([O:32][C:33]([CH3:36])([CH3:35])[CH3:34])=[O:31])[CH2:15]1)=[O:4].C(N(C(C)C)CC)(C)C.[CH3:58][O:59][C:60](Cl)=[O:61].O, predict the reaction product. The product is: [Cl:48][C:45]1[CH:46]=[CH:47][C:42]([C@@H:38]([CH:39]([CH3:41])[CH3:40])[C@H:2]([NH:1][C:60]([O:59][CH3:58])=[O:61])[C:3]([NH:5][C:6]2[CH:7]=[N:8][CH:9]=[C:10]([F:37])[C:11]=2[CH2:12][CH2:13][C@@H:14]2[N:19]([S:20]([C:23]3[CH:28]=[CH:27][CH:26]=[CH:25][CH:24]=3)(=[O:21])=[O:22])[C@@H:18]([CH3:29])[CH2:17][N:16]([C:30]([O:32][C:33]([CH3:35])([CH3:36])[CH3:34])=[O:31])[CH2:15]2)=[O:4])=[CH:43][CH:44]=1. (7) Given the reactants S(Cl)([Cl:4])(=O)=O.[CH2:6]([NH:8][C:9]([N:11]1[C:15]([CH3:16])=[CH:14][C:13]([O:17][C:18]2[C:23]([Cl:24])=[CH:22][C:21]([C:25]([F:28])([F:27])[F:26])=[CH:20][N:19]=2)=[N:12]1)=[O:10])[CH3:7], predict the reaction product. The product is: [CH2:6]([NH:8][C:9]([N:11]1[C:15]([CH3:16])=[C:14]([Cl:4])[C:13]([O:17][C:18]2[C:23]([Cl:24])=[CH:22][C:21]([C:25]([F:26])([F:27])[F:28])=[CH:20][N:19]=2)=[N:12]1)=[O:10])[CH3:7].